Dataset: Full USPTO retrosynthesis dataset with 1.9M reactions from patents (1976-2016). Task: Predict the reactants needed to synthesize the given product. (1) Given the product [CH:1]1([S:4]([NH:7][C:8]([C:10]2([NH:15][C:16]([CH:18]3[CH2:22][CH:21]([O:23][C:39]4[CH:40]=[CH:41][N:42]=[C:37]([Cl:36])[N:38]=4)[CH2:20][CH:19]3[C:24]([N:26]([CH2:28][CH2:29][CH2:30][CH2:31][CH:32]=[CH2:33])[CH3:27])=[O:25])=[O:17])[CH2:12][CH:11]2[CH:13]=[CH2:14])=[O:9])(=[O:6])=[O:5])[CH2:2][CH2:3]1, predict the reactants needed to synthesize it. The reactants are: [CH:1]1([S:4]([NH:7][C:8]([C:10]2([NH:15][C:16]([CH:18]3[CH2:22][CH:21]([OH:23])[CH2:20][CH:19]3[C:24]([N:26]([CH2:28][CH2:29][CH2:30][CH2:31][CH:32]=[CH2:33])[CH3:27])=[O:25])=[O:17])[CH2:12][CH:11]2[CH:13]=[CH2:14])=[O:9])(=[O:6])=[O:5])[CH2:3][CH2:2]1.[H-].[Na+].[Cl:36][C:37]1[N:42]=[C:41](Cl)[CH:40]=[CH:39][N:38]=1. (2) Given the product [Cl:1][C:2]1[CH:12]=[CH:11][C:5]([O:6][CH2:7][C:8]([N:25]2[C@@H:26]([CH3:29])[CH2:27][O:28][C@H:23]([CH2:22][C:21]3[CH:30]=[CH:31][C:18]([F:17])=[CH:19][CH:20]=3)[CH2:24]2)=[O:10])=[C:4]([NH:13][C:14]([NH2:16])=[O:15])[CH:3]=1, predict the reactants needed to synthesize it. The reactants are: [Cl:1][C:2]1[CH:12]=[CH:11][C:5]([O:6][CH2:7][C:8]([OH:10])=O)=[C:4]([NH:13][C:14]([NH2:16])=[O:15])[CH:3]=1.[F:17][C:18]1[CH:31]=[CH:30][C:21]([CH2:22][C@H:23]2[O:28][CH2:27][C@H:26]([CH3:29])[NH:25][CH2:24]2)=[CH:20][CH:19]=1.CCN=C=NCCCN(C)C.C1C=CC2N(O)N=NC=2C=1.CCN(C(C)C)C(C)C. (3) Given the product [NH2:5][CH2:4][CH:3]([NH:16][C:17](=[O:23])[O:18][C:19]([CH3:21])([CH3:20])[CH3:22])[CH2:2][OH:1], predict the reactants needed to synthesize it. The reactants are: [OH:1][CH2:2][CH:3]([NH:16][C:17](=[O:23])[O:18][C:19]([CH3:22])([CH3:21])[CH3:20])[CH2:4][NH:5]C(=O)OCC1C=CC=CC=1.[H][H].